Dataset: Forward reaction prediction with 1.9M reactions from USPTO patents (1976-2016). Task: Predict the product of the given reaction. (1) Given the reactants [Cl:1][C:2]1[CH:3]=[N:4][C:5]2[C:10]([N:11]=1)=[CH:9][C:8]([C:12]([C:14]1[C:15]([F:30])=[C:16]([NH:22]C(=O)OC(C)(C)C)[CH:17]=[C:18]([F:21])[C:19]=1[F:20])=[O:13])=[CH:7][CH:6]=2.C(O)(C(F)(F)F)=O, predict the reaction product. The product is: [NH2:22][C:16]1[C:15]([F:30])=[C:14]([C:12]([C:8]2[CH:9]=[C:10]3[C:5](=[CH:6][CH:7]=2)[N:4]=[CH:3][C:2]([Cl:1])=[N:11]3)=[O:13])[C:19]([F:20])=[C:18]([F:21])[CH:17]=1. (2) Given the reactants [NH2:1][C:2]1[CH:7]=[CH:6][C:5]([CH3:8])=[CH:4][CH:3]=1.[CH2:9]([O:11][C:12](=[O:15])[CH2:13]Br)[CH3:10], predict the reaction product. The product is: [C:5]1([CH3:8])[CH:6]=[CH:7][C:2]([NH:1][CH2:13][C:12]([O:11][CH2:9][CH3:10])=[O:15])=[CH:3][CH:4]=1. (3) Given the reactants [OH:1][C@H:2]1[CH2:6][CH2:5][NH:4][C@@H:3]1[C:7]([OH:9])=[O:8].[CH3:10]O, predict the reaction product. The product is: [OH:1][C@H:2]1[CH2:6][CH2:5][NH:4][C@@H:3]1[C:7]([O:9][CH3:10])=[O:8].